Dataset: NCI-60 drug combinations with 297,098 pairs across 59 cell lines. Task: Regression. Given two drug SMILES strings and cell line genomic features, predict the synergy score measuring deviation from expected non-interaction effect. (1) Drug 1: CCC1=CC2CC(C3=C(CN(C2)C1)C4=CC=CC=C4N3)(C5=C(C=C6C(=C5)C78CCN9C7C(C=CC9)(C(C(C8N6C)(C(=O)OC)O)OC(=O)C)CC)OC)C(=O)OC.C(C(C(=O)O)O)(C(=O)O)O. Drug 2: C1CNP(=O)(OC1)N(CCCl)CCCl. Cell line: OVCAR-5. Synergy scores: CSS=45.2, Synergy_ZIP=1.41, Synergy_Bliss=2.00, Synergy_Loewe=-69.4, Synergy_HSA=2.66. (2) Synergy scores: CSS=-10.2, Synergy_ZIP=2.68, Synergy_Bliss=-1.10, Synergy_Loewe=-14.0, Synergy_HSA=-13.2. Cell line: U251. Drug 2: CC12CCC3C(C1CCC2OP(=O)(O)O)CCC4=C3C=CC(=C4)OC(=O)N(CCCl)CCCl.[Na+]. Drug 1: C1CC(=O)NC(=O)C1N2C(=O)C3=CC=CC=C3C2=O. (3) Drug 1: C1=NC2=C(N1)C(=S)N=C(N2)N. Drug 2: C(CC(=O)O)C(=O)CN.Cl. Cell line: MALME-3M. Synergy scores: CSS=10.5, Synergy_ZIP=-9.02, Synergy_Bliss=-4.26, Synergy_Loewe=-16.8, Synergy_HSA=-4.04. (4) Drug 1: CN1C2=C(C=C(C=C2)N(CCCl)CCCl)N=C1CCCC(=O)O.Cl. Cell line: HCT-15. Synergy scores: CSS=40.8, Synergy_ZIP=-7.45, Synergy_Bliss=-6.06, Synergy_Loewe=-7.12, Synergy_HSA=-1.99. Drug 2: N.N.Cl[Pt+2]Cl. (5) Drug 1: COC1=C(C=C2C(=C1)N=CN=C2NC3=CC(=C(C=C3)F)Cl)OCCCN4CCOCC4. Drug 2: CC1C(C(CC(O1)OC2CC(CC3=C2C(=C4C(=C3O)C(=O)C5=CC=CC=C5C4=O)O)(C(=O)C)O)N)O. Cell line: M14. Synergy scores: CSS=43.0, Synergy_ZIP=1.40, Synergy_Bliss=2.90, Synergy_Loewe=-19.4, Synergy_HSA=3.20. (6) Drug 1: CC(C)NC(=O)C1=CC=C(C=C1)CNNC.Cl. Drug 2: C(CN)CNCCSP(=O)(O)O. Cell line: SK-MEL-5. Synergy scores: CSS=9.92, Synergy_ZIP=1.50, Synergy_Bliss=4.16, Synergy_Loewe=7.77, Synergy_HSA=3.68. (7) Drug 1: C1=NC2=C(N=C(N=C2N1C3C(C(C(O3)CO)O)O)F)N. Drug 2: CC1C(C(CC(O1)OC2CC(OC(C2O)C)OC3=CC4=CC5=C(C(=O)C(C(C5)C(C(=O)C(C(C)O)O)OC)OC6CC(C(C(O6)C)O)OC7CC(C(C(O7)C)O)OC8CC(C(C(O8)C)O)(C)O)C(=C4C(=C3C)O)O)O)O. Cell line: SK-OV-3. Synergy scores: CSS=32.9, Synergy_ZIP=-2.28, Synergy_Bliss=-1.18, Synergy_Loewe=-22.1, Synergy_HSA=-1.39.